This data is from Reaction yield outcomes from USPTO patents with 853,638 reactions. The task is: Predict the reaction yield, written as a fraction of the theoretical maximum amount of product (1.0 means a 100% yield; for example, 0.34 means a 34% yield). (1) The reactants are [CH:1]1([CH2:4][N:5]([CH2:36][CH2:37]O)[C:6]([C:8]2[C:13]([O:14][CH2:15][C:16]3[CH:21]=[CH:20][CH:19]=[CH:18][CH:17]=3)=[C:12]([OH:22])[N:11]=[C:10]([CH2:23][C:24]3([C:29]4[CH:34]=[CH:33][C:32]([Cl:35])=[CH:31][CH:30]=4)[CH2:28][CH2:27][CH2:26][CH2:25]3)[N:9]=2)=[O:7])[CH2:3][CH2:2]1.C1(P(C2C=CC=CC=2)C2C=CC=CC=2)C=CC=CC=1.N(C(OC(C)C)=O)=NC(OC(C)C)=O.CO. The catalyst is ClCCl.C(OCC)(=O)C. The product is [CH2:15]([O:14][C:13]1[C:12](=[O:22])[N:11]=[C:10]([CH2:23][C:24]2([C:29]3[CH:34]=[CH:33][C:32]([Cl:35])=[CH:31][CH:30]=3)[CH2:25][CH2:26][CH2:27][CH2:28]2)[N:9]2[CH2:37][CH2:36][N:5]([CH2:4][CH:1]3[CH2:3][CH2:2]3)[C:6](=[O:7])[C:8]=12)[C:16]1[CH:17]=[CH:18][CH:19]=[CH:20][CH:21]=1. The yield is 0.740. (2) The reactants are [F:1][C:2]1[C:7]([F:8])=[C:6]([NH:9][C:10]2[CH:15]=[CH:14][C:13]([I:16])=[CH:12][C:11]=2[F:17])[C:5]([NH2:18])=[CH:4][CH:3]=1.[CH:19]([S:22](Cl)(=[O:24])=[O:23])([CH3:21])[CH3:20]. No catalyst specified. The product is [F:8][C:7]1[C:6]([NH:9][C:10]2[CH:15]=[CH:14][C:13]([I:16])=[CH:12][C:11]=2[F:17])=[C:5]([NH:18][S:22]([CH:19]([CH3:21])[CH3:20])(=[O:24])=[O:23])[CH:4]=[CH:3][C:2]=1[F:1]. The yield is 0.390. (3) The reactants are [CH:1]1([C:8]([CH:10]([C:14]2[CH:19]=[CH:18][CH:17]=[CH:16][CH:15]=2)[CH2:11][CH:12]=O)=[O:9])[CH2:7][CH2:6][CH2:5][CH2:4][CH2:3][CH2:2]1.[CH3:20][O:21][C:22]1[CH:27]=[CH:26][CH:25]=[CH:24][C:23]=1[N:28]1[CH2:33][CH2:32][NH:31][CH2:30][CH2:29]1.[Na]. No catalyst specified. The product is [CH3:20][O:21][C:22]1[CH:27]=[CH:26][CH:25]=[CH:24][C:23]=1[N:28]1[CH2:33][CH2:32][N:31]([CH2:12][CH2:11][CH:10]([C:8]([CH:1]2[CH2:7][CH2:6][CH2:5][CH2:4][CH2:3][CH2:2]2)=[O:9])[C:14]2[CH:19]=[CH:18][CH:17]=[CH:16][CH:15]=2)[CH2:30][CH2:29]1. The yield is 0.700.